From a dataset of Reaction yield outcomes from USPTO patents with 853,638 reactions. Predict the reaction yield, written as a fraction of the theoretical maximum amount of product (1.0 means a 100% yield; for example, 0.34 means a 34% yield). (1) The reactants are [CH2:1]1[C:4]2([O:9][CH2:8][CH:7]([O:10][C:11]3[CH:16]=[CH:15][N+:14]([O-])=[C:13]([CH3:18])[C:12]=3[CH3:19])[CH2:6][O:5]2)[CH2:3][CH2:2]1.C(OC(=O)C)(=[O:22])C.C(N(CC)CC)C.[OH-].[Na+].[Cl-].[NH4+]. The catalyst is CO. The product is [CH2:1]1[C:4]2([O:9][CH2:8][CH:7]([O:10][C:11]3[CH:16]=[CH:15][N:14]=[C:13]([CH2:18][OH:22])[C:12]=3[CH3:19])[CH2:6][O:5]2)[CH2:3][CH2:2]1. The yield is 0.496. (2) The reactants are [NH2:1]/[C:2](/[C:9]1[CH:14]=[CH:13][C:12]([N+:15]([O-:17])=[O:16])=[CH:11][CH:10]=1)=[C:3](/[C:7]#[N:8])\[C:4](=[S:6])[NH2:5].OO. The catalyst is C(O)C. The yield is 0.960. The product is [NH2:5][C:4]1[S:6][N:1]=[C:2]([C:9]2[CH:14]=[CH:13][C:12]([N+:15]([O-:17])=[O:16])=[CH:11][CH:10]=2)[C:3]=1[C:7]#[N:8]. (3) The reactants are [CH3:1][C:2]1[N:6]([CH2:7][CH2:8][C:9]2[CH:14]=[CH:13][CH:12]=[CH:11][CH:10]=2)[N:5]=[CH:4][C:3]=1[C:15]([OH:17])=O.Cl.C(N=C=NCCCN(C)C)C.C1C=C2N=NN(O)C2=CC=1.N.[NH2:41][CH2:42][C:43]1[C:44]([OH:51])=[N:45][C:46]([CH3:50])=[CH:47][C:48]=1[CH3:49]. The catalyst is O.ClCCl.C(N(CC)CC)C. The product is [OH:51][C:44]1[C:43]([CH2:42][NH:41][C:15]([C:3]2[CH:4]=[N:5][N:6]([CH2:7][CH2:8][C:9]3[CH:10]=[CH:11][CH:12]=[CH:13][CH:14]=3)[C:2]=2[CH3:1])=[O:17])=[C:48]([CH3:49])[CH:47]=[C:46]([CH3:50])[N:45]=1. The yield is 0.310. (4) The reactants are [C:1]([O:4][CH:5]1[C:9]2[N:10]=[CH:11][N:12]=[C:13](Cl)[C:8]=2[C@H:7]([CH3:15])[CH2:6]1)(=[O:3])[CH3:2].[CH3:16][C@@H:17]1[NH:22][CH2:21][CH2:20][N:19]([C:23]([O:25][C:26]([CH3:29])([CH3:28])[CH3:27])=[O:24])[CH2:18]1. The catalyst is CN1C(=O)CCC1.C(OCC)(=O)C. The product is [C:1]([O:4][CH:5]1[C:9]2[N:10]=[CH:11][N:12]=[C:13]([N:22]3[CH2:21][CH2:20][N:19]([C:23]([O:25][C:26]([CH3:29])([CH3:28])[CH3:27])=[O:24])[CH2:18][C@@H:17]3[CH3:16])[C:8]=2[C@H:7]([CH3:15])[CH2:6]1)(=[O:3])[CH3:2]. The yield is 0.600. (5) The reactants are [OH-].[Li+].[F:3][C:4]1[CH:13]=[C:12]([CH:14]([O:16][C:17]2[CH:22]=[CH:21][CH:20]=[CH:19][CH:18]=2)[CH3:15])[CH:11]=[CH:10][C:5]=1[C:6]([O:8]C)=[O:7]. The catalyst is O1CCCC1.C1(C)CCC(C(C)C)C(O)C1.O. The product is [F:3][C:4]1[CH:13]=[C:12]([CH:14]([O:16][C:17]2[CH:22]=[CH:21][CH:20]=[CH:19][CH:18]=2)[CH3:15])[CH:11]=[CH:10][C:5]=1[C:6]([OH:8])=[O:7]. The yield is 0.820. (6) The reactants are [CH3:1][C:2]1[CH:11]=[CH:10][C:9]2[C:4](=[CH:5][C:6]([OH:12])=[CH:7][CH:8]=2)[N:3]=1.C([O-])([O-])=O.[Cs+].[Cs+].Br[CH2:20][CH3:21]. The catalyst is CN1C(=O)CCC1. The product is [CH2:20]([O:12][C:6]1[CH:5]=[C:4]2[C:9]([CH:10]=[CH:11][C:2]([CH3:1])=[N:3]2)=[CH:8][CH:7]=1)[CH3:21]. The yield is 0.880.